Dataset: Full USPTO retrosynthesis dataset with 1.9M reactions from patents (1976-2016). Task: Predict the reactants needed to synthesize the given product. (1) Given the product [CH3:6][O:7][C:8](=[O:14])[CH:9]([CH3:13])[CH2:10][CH2:11][N:1]1[CH2:5][CH2:4][CH2:3][CH2:2]1, predict the reactants needed to synthesize it. The reactants are: [NH:1]1[CH2:5][CH2:4][CH2:3][CH2:2]1.[CH3:6][O:7][C:8](=[O:14])[CH:9]([CH3:13])[CH2:10][CH2:11]Br. (2) The reactants are: [F:1][C:2]1[C:3]([NH:27][CH:28]2[CH2:33][C:32]([CH3:35])([CH3:34])[N:31]([CH3:36])[C:30]([CH3:38])([CH3:37])[CH2:29]2)=[N:4][C:5]([NH:8][C:9]2[CH:10]=[C:11]([N:20]3[C:24](=[O:25])[N:23]([CH3:26])[N:22]=[N:21]3)[C:12]([CH3:19])=[C:13]([CH:18]=2)[C:14]([O:16]C)=[O:15])=[N:6][CH:7]=1.[Li+].[OH-].Cl. Given the product [F:1][C:2]1[C:3]([NH:27][CH:28]2[CH2:33][C:32]([CH3:34])([CH3:35])[N:31]([CH3:36])[C:30]([CH3:38])([CH3:37])[CH2:29]2)=[N:4][C:5]([NH:8][C:9]2[CH:10]=[C:11]([N:20]3[C:24](=[O:25])[N:23]([CH3:26])[N:22]=[N:21]3)[C:12]([CH3:19])=[C:13]([CH:18]=2)[C:14]([OH:16])=[O:15])=[N:6][CH:7]=1, predict the reactants needed to synthesize it. (3) Given the product [C:36]([O:35][C:33]([NH:32][CH2:31][CH2:30][CH2:29][C@H:24]([NH:23][C:8]([C:7]1[C:2](=[O:1])[N:3]([CH2:11][C:12]2[CH:17]=[CH:16][CH:15]=[C:14]([C:18]([F:21])([F:20])[F:19])[CH:13]=2)[CH:4]=[CH:5][CH:6]=1)=[O:10])[C:25]([O:27][CH3:28])=[O:26])=[O:34])([CH3:38])([CH3:39])[CH3:37], predict the reactants needed to synthesize it. The reactants are: [O:1]=[C:2]1[C:7]([C:8]([OH:10])=O)=[CH:6][CH:5]=[CH:4][N:3]1[CH2:11][C:12]1[CH:17]=[CH:16][CH:15]=[C:14]([C:18]([F:21])([F:20])[F:19])[CH:13]=1.Cl.[NH2:23][C@@H:24]([CH2:29][CH2:30][CH2:31][NH:32][C:33]([O:35][C:36]([CH3:39])([CH3:38])[CH3:37])=[O:34])[C:25]([O:27][CH3:28])=[O:26].CN(C(ON1N=NC2C=CC=CC1=2)=[N+](C)C)C.F[P-](F)(F)(F)(F)F. (4) Given the product [CH2:1]([CH2:21][OH:22])[CH2:2][CH:3]([CH2:5][CH2:6][CH2:7][CH:8]([CH2:10][CH2:11][CH2:12][CH:13]([CH2:15][CH2:16][CH2:17][CH:18]([CH3:20])[CH3:19])[CH3:14])[CH3:9])[CH3:4], predict the reactants needed to synthesize it. The reactants are: [CH2:1]([CH:21](CCC(CCCC(CCCC(CCCC(C)C)C)C)C)[OH:22])[CH2:2][CH:3]([CH2:5][CH2:6][CH2:7][CH:8]([CH2:10][CH2:11][CH2:12][CH:13]([CH2:15][CH2:16][CH2:17][CH:18]([CH3:20])[CH3:19])[CH3:14])[CH3:9])[CH3:4].Cl.CN(C)CCCC(O)=O.C(Cl)CCl.C(N(C(C)C)CC)(C)C. (5) Given the product [F:10][C:11]1[CH:12]=[C:13]([C@@H:18]2[CH2:19][O:20][CH2:21][C@@H:22]3[C@H:24]([CH3:25])[O:26][C:1](=[O:5])[C:2](=[O:3])[N:23]23)[CH:14]=[CH:15][C:16]=1[F:17], predict the reactants needed to synthesize it. The reactants are: [C:1](Cl)(=[O:5])[C:2](Cl)=[O:3].ClCCl.[F:10][C:11]1[CH:12]=[C:13]([C@H:18]2[NH:23][C@@H:22]([CH:24]([OH:26])[CH3:25])[CH2:21][O:20][CH2:19]2)[CH:14]=[CH:15][C:16]=1[F:17].N1C=CC=CC=1. (6) Given the product [Cl:1][C:2]1[C:3]([NH:18][C:19]2[C:26]([F:27])=[CH:25][CH:24]=[CH:23][C:31]=2[C:30]([OH:33])=[O:32])=[CH:4][C:5]([NH:8][C:9]2[N:13]([CH:14]([CH3:16])[CH3:15])[N:12]=[C:11]([CH3:17])[CH:10]=2)=[N:6][CH:7]=1, predict the reactants needed to synthesize it. The reactants are: [Cl:1][C:2]1[C:3]([NH:18][C:19]2[C:26]([F:27])=[CH:25][CH:24]=[CH:23]C=2C#N)=[CH:4][C:5]([NH:8][C:9]2[N:13]([CH:14]([CH3:16])[CH3:15])[N:12]=[C:11]([CH3:17])[CH:10]=2)=[N:6][CH:7]=1.[OH-].[Na+].[C:30]([O:33]CC)(=[O:32])[CH3:31].